Dataset: CYP3A4 inhibition data for predicting drug metabolism from PubChem BioAssay. Task: Regression/Classification. Given a drug SMILES string, predict its absorption, distribution, metabolism, or excretion properties. Task type varies by dataset: regression for continuous measurements (e.g., permeability, clearance, half-life) or binary classification for categorical outcomes (e.g., BBB penetration, CYP inhibition). Dataset: cyp3a4_veith. (1) The result is 0 (non-inhibitor). The molecule is CCNCCCNCCCNCCCNCC. (2) The drug is COc1cccc(Cn2c(=O)c(-c3ccc(F)cc3)nc3cnc(OC)nc32)c1. The result is 1 (inhibitor). (3) The molecule is COc1ccc(O[C@H]2C=C[C@@H](c3ccccc3)O[C@H]2CO/N=C2\[C@@H]3CCn4c(=O)n(-c5ccccc5)c(=O)n4[C@H]3[C@H](O)[C@H]3O[C@H]23)cc1. The result is 1 (inhibitor). (4) The molecule is CCOC(=O)c1c(C(C)(C)C)oc2ccc(O)cc12. The result is 0 (non-inhibitor). (5) The molecule is C[N+](C)(C)/N=C\c1ccc(O)c(O)c1.[I-]. The result is 0 (non-inhibitor). (6) The molecule is COCCn1c(=O)c(CCc2ccccc2)nc2cnc(N3CCNCC3)nc21. The result is 1 (inhibitor). (7) The compound is CCCS(=O)(=O)N1CCCC(C(=O)NCC2CCCO2)C1. The result is 0 (non-inhibitor).